Dataset: Forward reaction prediction with 1.9M reactions from USPTO patents (1976-2016). Task: Predict the product of the given reaction. (1) Given the reactants [OH:1][NH:2][C:3](=[O:9])[O:4][C:5]([CH3:8])([CH3:7])[CH3:6].[CH3:10][C:11]1([CH3:18])[O:15][C@H:14]([CH2:16][OH:17])[CH2:13][O:12]1.[C:19](Cl)(Cl)=[O:20], predict the reaction product. The product is: [C:5]([O:4][C:3]([NH:2][O:1][C:19]([O:17][CH2:16][C@@H:14]1[CH2:13][O:12][C:11]([CH3:18])([CH3:10])[O:15]1)=[O:20])=[O:9])([CH3:8])([CH3:7])[CH3:6]. (2) Given the reactants CCN=C=N[CH2:6][CH2:7][CH2:8]N(C)C.C1C=C[C:15]2[N:20](O)N=[N:18][C:16]=2C=1.COC1C=C(CCOC2N=C(C3C=C(C=CC=3)[C:42]([OH:44])=[O:43])C=CC=2)C=CC=1.[CH3:48]N(C=O)C, predict the reaction product. The product is: [NH2:20][CH2:15][CH2:16][NH:18][C:42](=[O:43])[O:44][C:7]([CH3:8])([CH3:48])[CH3:6].